The task is: Predict the reaction yield, written as a fraction of the theoretical maximum amount of product (1.0 means a 100% yield; for example, 0.34 means a 34% yield).. This data is from Reaction yield outcomes from USPTO patents with 853,638 reactions. (1) The reactants are [N+:1]([C:4]1[CH:5]=[C:6]([CH:16]=[CH:17][N:18]=1)[C:7]([NH:9][C:10]1[CH:15]=[CH:14][N:13]=[CH:12][CH:11]=1)=[O:8])([O-])=O. The catalyst is CCO.[Pd]. The product is [NH2:1][C:4]1[CH:5]=[C:6]([CH:16]=[CH:17][N:18]=1)[C:7]([NH:9][C:10]1[CH:11]=[CH:12][N:13]=[CH:14][CH:15]=1)=[O:8]. The yield is 0.930. (2) The yield is 0.960. The product is [NH2:9][C@H:10]1[CH2:15][CH2:14][N:13]([C:16]([O:18][C:19]([CH3:20])([CH3:21])[CH3:22])=[O:17])[CH2:12][C@@H:11]1[C:23]([O:25][CH3:26])=[O:24]. The catalyst is CO.[Pd]. The reactants are C1([C@@H]([NH:9][C@H:10]2[CH2:15][CH2:14][N:13]([C:16]([O:18][C:19]([CH3:22])([CH3:21])[CH3:20])=[O:17])[CH2:12][C@@H:11]2[C:23]([O:25][CH3:26])=[O:24])C)C=CC=CC=1.C([O-])=O.[NH4+]. (3) The reactants are [NH2:1][C@@H:2]1[CH2:7][CH2:6][C@H:5]([C:8]([OH:10])=[O:9])[CH2:4][CH2:3]1.S(=O)(=O)(O)O.[NH4+].[OH-].[CH3:18]O. No catalyst specified. The product is [NH2:1][C@@H:2]1[CH2:7][CH2:6][C@H:5]([C:8]([O:10][CH3:18])=[O:9])[CH2:4][CH2:3]1. The yield is 0.820. (4) The reactants are [C:1]([C:5]1[CH:6]=[C:7]([C:16]2[O:17][C:18]([CH3:24])=[C:19]([CH2:21][CH2:22][OH:23])[N:20]=2)[CH:8]=[C:9]([C:12]([CH3:15])([CH3:14])[CH3:13])[C:10]=1[OH:11])([CH3:4])([CH3:3])[CH3:2].O[C:26]1[CH:33]=[CH:32][C:29]([CH:30]=[O:31])=[CH:28][CH:27]=1.C1(P(C2C=CC=CC=2)C2C=CC=CC=2)C=CC=CC=1.C(OC([N+](C(OCC)=O)=[N-])=O)C. The catalyst is O1CCCC1. The product is [C:1]([C:5]1[CH:6]=[C:7]([C:16]2[O:17][C:18]([CH3:24])=[C:19]([CH2:21][CH2:22][O:23][C:26]3[CH:33]=[CH:32][C:29]([CH:30]=[O:31])=[CH:28][CH:27]=3)[N:20]=2)[CH:8]=[C:9]([C:12]([CH3:15])([CH3:14])[CH3:13])[C:10]=1[OH:11])([CH3:2])([CH3:3])[CH3:4]. The yield is 0.740. (5) The reactants are [H-].[Na+].[C:3]([CH2:5]P(=O)(OCC)OCC)#[N:4].[CH3:14][C:15]1([CH3:24])[CH2:20][C:19]([CH3:22])([CH3:21])[CH2:18][C:17](=O)[CH2:16]1. The catalyst is C1COCC1. The product is [CH3:14][C:15]1([CH3:24])[CH2:20][C:19]([CH3:22])([CH3:21])[CH2:18][C:17](=[CH:5][C:3]#[N:4])[CH2:16]1. The yield is 0.710. (6) The reactants are [C:1]1([CH2:7][N:8]2[CH2:12][CH2:11][C@H:10]([C:13]([NH2:16])([CH3:15])[CH3:14])[CH2:9]2)[CH:6]=[CH:5][CH:4]=[CH:3][CH:2]=1.[CH3:17][C:18]([O:21][C:22](O[C:22]([O:21][C:18]([CH3:20])([CH3:19])[CH3:17])=[O:23])=[O:23])([CH3:20])[CH3:19].C(N(CC)CC)C. The catalyst is C(Cl)Cl. The product is [CH3:15][C:13]([NH:16][C:22](=[O:23])[O:21][C:18]([CH3:20])([CH3:19])[CH3:17])([C@H:10]1[CH2:11][CH2:12][N:8]([CH2:7][C:1]2[CH:2]=[CH:3][CH:4]=[CH:5][CH:6]=2)[CH2:9]1)[CH3:14]. The yield is 0.590. (7) The reactants are [F:1][C:2]1[C:3]2[N:4]([CH:18]=[CH:19][N:20]=2)[CH:5]=[C:6]([C:8]2[CH:13]=[CH:12][C:11]([C:14]([F:17])([F:16])[F:15])=[CH:10][CH:9]=2)[CH:7]=1.[I:21]Cl. No catalyst specified. The product is [F:1][C:2]1[C:3]2[N:4]([C:18]([I:21])=[CH:19][N:20]=2)[CH:5]=[C:6]([C:8]2[CH:9]=[CH:10][C:11]([C:14]([F:15])([F:16])[F:17])=[CH:12][CH:13]=2)[CH:7]=1. The yield is 0.780.